Dataset: Forward reaction prediction with 1.9M reactions from USPTO patents (1976-2016). Task: Predict the product of the given reaction. (1) Given the reactants CO[CH:3]1[C:15]2[C:10](=[C:11]([CH3:19])[C:12]([CH3:18])=[C:13]([OH:17])[C:14]=2[CH3:16])[O:9][C:5]2([CH2:8][CH2:7][CH2:6]2)[CH:4]1[CH3:20], predict the reaction product. The product is: [CH3:20][C:4]1[C:5]2([CH2:8][CH2:7][CH2:6]2)[O:9][C:10]2[C:15](=[C:14]([CH3:16])[C:13]([OH:17])=[C:12]([CH3:18])[C:11]=2[CH3:19])[CH:3]=1. (2) The product is: [CH2:1]([C:3]1[C:7]([C:8]([O:10][CH3:11])=[O:9])=[CH:6][N:5]([C:18]2[CH:17]=[CH:16][CH:15]=[C:14]([O:13][CH3:12])[CH:19]=2)[N:4]=1)[CH3:2]. Given the reactants [CH2:1]([C:3]1[C:7]([C:8]([O:10][CH3:11])=[O:9])=[CH:6][NH:5][N:4]=1)[CH3:2].[CH3:12][O:13][C:14]1[CH:15]=[C:16](B(O)O)[CH:17]=[CH:18][CH:19]=1.N1C=CC=CC=1, predict the reaction product. (3) Given the reactants [CH3:1][O:2][C:3]1[CH:4]=[C:5]2[C:9](=[C:10]([O:14][CH3:15])[C:11]=1[O:12][CH3:13])[C:8](=[O:16])[CH2:7][CH2:6]2.O=[CH:18][C:19]1[CH:27]=[CH:26][C:23]([O:24][CH3:25])=[C:21]([OH:22])[CH:20]=1.C1(C)C=CC(S(O)(=O)=O)=CC=1, predict the reaction product. The product is: [OH:22][C:21]1[CH:20]=[C:19]([CH:27]=[CH:26][C:23]=1[O:24][CH3:25])/[CH:18]=[C:7]1/[C:8](=[O:16])[C:9]2[C:5]([CH2:6]/1)=[CH:4][C:3]([O:2][CH3:1])=[C:11]([O:12][CH3:13])[C:10]=2[O:14][CH3:15]. (4) Given the reactants [C:10](P([C:10]([CH3:13])([CH3:12])[CH3:11])[C:10]([CH3:13])([CH3:12])[CH3:11])([CH3:13])([CH3:12])[CH3:11].[C:14]1([NH:20][C:21]2[CH:41]=[CH:40][C:24]3[O:25][C:26]4[CH:32]=[C:31]([NH:33][C:34]5[CH:39]=[CH:38][CH:37]=[CH:36][CH:35]=5)[CH:30]=[CH:29][C:27]=4[O:28][C:23]=3[CH:22]=2)[CH:19]=[CH:18][CH:17]=[CH:16][CH:15]=1.Br[C:43]1[C:56]2[CH:55]=[CH:54][C:53]3[C:48](=[CH:49][CH:50]=[CH:51][CH:52]=3)[C:47]=2[CH:46]=[CH:45][CH:44]=1.[CH3:57][C:58]([CH3:61])([O-])[CH3:59].[Na+], predict the reaction product. The product is: [CH:43]1[C:56]2[CH:55]=[C:54]([N:20]([C:21]3[CH:41]=[CH:40][C:24]4[O:25][C:26]5[CH:32]=[C:31]([N:33]([C:34]6[CH:35]=[CH:36][CH:37]=[CH:38][CH:39]=6)[C:57]6[C:58]7[C:61]([C:13]8[CH:11]=[CH:10][CH:12]=[CH:12][C:10]=8[CH:11]=6)=[CH:12][CH:10]=[CH:11][CH:59]=7)[CH:30]=[CH:29][C:27]=5[O:28][C:23]=4[CH:22]=3)[C:14]3[CH:19]=[CH:18][CH:17]=[CH:16][CH:15]=3)[C:53]3[C:48](=[CH:49][CH:50]=[CH:51][CH:52]=3)[C:47]=2[CH:46]=[CH:45][CH:44]=1. (5) The product is: [OH:7][C:3]1[C:2]([CH3:1])([C:8]2[CH:13]=[CH:12][C:11]([CH3:14])=[CH:10][CH:9]=2)[C:5](=[O:6])[C:4]=1[CH:15]([C:16]1[CH:21]=[CH:20][CH:19]=[CH:18][CH:17]=1)[C:27]1[NH:28][C:29]2[C:34]([C:26]=1[CH2:25][C:24]([NH:37][C:38](=[O:40])[CH3:39])([CH3:23])[CH3:36])=[CH:33][CH:32]=[C:31]([CH3:35])[CH:30]=2. Given the reactants [CH3:1][C:2]1([C:8]2[CH:13]=[CH:12][C:11]([CH3:14])=[CH:10][CH:9]=2)[C:5](=[O:6])[CH2:4][C:3]1=[O:7].[CH:15](=O)[C:16]1[CH:21]=[CH:20][CH:19]=[CH:18][CH:17]=1.[CH3:23][C:24]([NH:37][C:38](=[O:40])[CH3:39])([CH3:36])[CH2:25][C:26]1[C:34]2[C:29](=[CH:30][C:31]([CH3:35])=[CH:32][CH:33]=2)[NH:28][CH:27]=1, predict the reaction product. (6) Given the reactants [O:1]=[C:2]1[N:7]([CH2:8][C:9]2[CH:10]=[C:11]3[C:15](=[CH:16][CH:17]=2)[NH:14][N:13]=[C:12]3[C:18]2[N:19]=[N:20][N:21]([C:23]3[CH:31]=[CH:30][C:26]([C:27]([OH:29])=O)=[CH:25][CH:24]=3)[CH:22]=2)[N:6]=[C:5]([C:32]2[CH:37]=[CH:36][N:35]=[CH:34][CH:33]=2)[CH:4]=[CH:3]1.[NH:38]1[CH2:43][CH2:42][O:41][CH2:40][CH2:39]1, predict the reaction product. The product is: [N:38]1([C:27]([C:26]2[CH:30]=[CH:31][C:23]([N:21]3[CH:22]=[C:18]([C:12]4[C:11]5[C:15](=[CH:16][CH:17]=[C:9]([CH2:8][N:7]6[C:2](=[O:1])[CH:3]=[CH:4][C:5]([C:32]7[CH:33]=[CH:34][N:35]=[CH:36][CH:37]=7)=[N:6]6)[CH:10]=5)[NH:14][N:13]=4)[N:19]=[N:20]3)=[CH:24][CH:25]=2)=[O:29])[CH2:43][CH2:42][O:41][CH2:40][CH2:39]1. (7) Given the reactants [CH3:1][C:2]1[CH:3]=[C:4]([CH:9]2[NH:14][CH2:13][CH2:12][N:11]([C:15]3[C:16]([F:36])=[CH:17][C:18]4[N:27]=[CH:26][C:25]5[N:24]([CH3:28])[CH:23]=[C:22]([C:29]([O:31]CC)=[O:30])[C:21](=[O:34])[C:20]=5[C:19]=4[CH:35]=3)[CH2:10]2)[CH:5]=[CH:6][C:7]=1[CH3:8], predict the reaction product. The product is: [CH3:1][C:2]1[CH:3]=[C:4]([CH:9]2[NH:14][CH2:13][CH2:12][N:11]([C:15]3[C:16]([F:36])=[CH:17][C:18]4[N:27]=[CH:26][C:25]5[N:24]([CH3:28])[CH:23]=[C:22]([C:29]([OH:31])=[O:30])[C:21](=[O:34])[C:20]=5[C:19]=4[CH:35]=3)[CH2:10]2)[CH:5]=[CH:6][C:7]=1[CH3:8]. (8) Given the reactants [CH2:1]([O:8][C:9](=[O:17])[NH:10][CH2:11][CH:12]1[CH2:16][CH2:15][O:14][CH2:13]1)[C:2]1[CH:7]=[CH:6][CH:5]=[CH:4][CH:3]=1, predict the reaction product. The product is: [CH2:1]([O:8][C:9](=[O:17])[NH:10][CH2:11][C@H:12]1[CH2:16][CH2:15][O:14][CH2:13]1)[C:2]1[CH:7]=[CH:6][CH:5]=[CH:4][CH:3]=1.[CH2:1]([O:8][C:9](=[O:17])[NH:10][CH2:11][C@@H:12]1[CH2:16][CH2:15][O:14][CH2:13]1)[C:2]1[CH:7]=[CH:6][CH:5]=[CH:4][CH:3]=1. (9) Given the reactants [Cl:1][C:2]1[N:10]([CH2:11][CH:12]=[CH2:13])[C:9]2[C:8](=[O:14])[NH:7][C:6](=[O:15])[N:5]([CH2:16][O:17][CH2:18][CH2:19][O:20][CH3:21])[C:4]=2[N:3]=1.[C:22](=O)([O-])[O-].[Na+].[Na+].CI, predict the reaction product. The product is: [Cl:1][C:2]1[N:10]([CH2:11][CH:12]=[CH2:13])[C:9]2[C:8](=[O:14])[N:7]([CH3:22])[C:6](=[O:15])[N:5]([CH2:16][O:17][CH2:18][CH2:19][O:20][CH3:21])[C:4]=2[N:3]=1. (10) Given the reactants [NH2:1][C:2]([C:4]1[CH:5]=[N:6][C:7]2[C:12]([C:13]=1[NH:14][C:15]1[CH:16]=[C:17]([C:25]([O:27][CH3:28])=[O:26])[CH:18]=[C:19]([C:21]([O:23][CH3:24])=[O:22])[CH:20]=1)=[CH:11][CH:10]=[C:9](Br)[CH:8]=2)=[O:3].[CH3:30][C:31]1[C:35](B(O)O)=[C:34]([CH3:39])[NH:33][N:32]=1.C(=O)([O-])[O-].[K+].[K+], predict the reaction product. The product is: [NH2:1][C:2]([C:4]1[CH:5]=[N:6][C:7]2[C:12]([C:13]=1[NH:14][C:15]1[CH:16]=[C:17]([C:25]([O:27][CH3:28])=[O:26])[CH:18]=[C:19]([C:21]([O:23][CH3:24])=[O:22])[CH:20]=1)=[CH:11][CH:10]=[C:9]([C:35]1[C:31]([CH3:30])=[N:32][NH:33][C:34]=1[CH3:39])[CH:8]=2)=[O:3].